Task: Predict the product of the given reaction.. Dataset: Forward reaction prediction with 1.9M reactions from USPTO patents (1976-2016) (1) Given the reactants Br[CH2:2][CH2:3][CH2:4][CH2:5][CH2:6][CH2:7][CH2:8][CH2:9][CH2:10][CH2:11][CH2:12][CH2:13][Br:14].[C:15]1(=[O:25])[NH:19][C:18](=[O:20])[C:17]2=[CH:21][CH:22]=[CH:23][CH:24]=[C:16]12.[K].CN(C)C=O.O, predict the reaction product. The product is: [Br:14][CH2:13][CH2:12][CH2:11][CH2:10][CH2:9][CH2:8][CH2:7][CH2:6][CH2:5][CH2:4][CH2:3][CH2:2][N:19]1[C:15](=[O:25])[C:16]2[C:17](=[CH:21][CH:22]=[CH:23][CH:24]=2)[C:18]1=[O:20]. (2) The product is: [CH2:1]([N:8]1[C:16]2[C:11](=[CH:12][C:13]([C:17]3[CH:22]=[CH:21][C:20]([O:23][CH2:42][C:43]#[N:44])=[CH:19][CH:18]=3)=[CH:14][CH:15]=2)[C:10]([CH2:24][CH2:25][CH2:26][CH2:27][CH3:28])=[C:9]1[C:29]1[CH:30]=[CH:31][CH:32]=[CH:33][CH:34]=1)[C:2]1[CH:3]=[CH:4][CH:5]=[CH:6][CH:7]=1. Given the reactants [CH2:1]([N:8]1[C:16]2[C:11](=[CH:12][C:13]([C:17]3[CH:22]=[CH:21][C:20]([OH:23])=[CH:19][CH:18]=3)=[CH:14][CH:15]=2)[C:10]([CH2:24][CH2:25][CH2:26][CH2:27][CH3:28])=[C:9]1[C:29]1[CH:34]=[CH:33][CH:32]=[CH:31][CH:30]=1)[C:2]1[CH:7]=[CH:6][CH:5]=[CH:4][CH:3]=1.C([O-])([O-])=O.[K+].[K+].Br[CH2:42][C:43]#[N:44], predict the reaction product. (3) Given the reactants [CH3:1][O:2][C:3]([CH:5]1[CH2:9][CH2:8][CH2:7][CH:6]1[C:10]([O:12]C)=[O:11])=[O:4].[OH-].[K+].Cl, predict the reaction product. The product is: [CH3:1][O:2][C:3]([CH:5]1[CH2:9][CH2:8][CH2:7][CH:6]1[C:10]([OH:12])=[O:11])=[O:4]. (4) Given the reactants Br[C:2]1[CH:3]=[N:4][N:5]([CH3:7])[CH:6]=1.[Li+].CCC[CH2-].CON(C)[C:16](=[O:18])[CH3:17], predict the reaction product. The product is: [CH3:7][N:5]1[CH:6]=[C:2]([C:16](=[O:18])[CH3:17])[CH:3]=[N:4]1. (5) Given the reactants [CH3:1][C:2]1[O:6][N:5]=[C:4]([C:7]2[CH:12]=[CH:11][CH:10]=[CH:9][CH:8]=2)[C:3]=1[CH2:13][OH:14].[Cl:15][C:16]1[N:17]=[N:18][C:19](Cl)=[CH:20][C:21]=1[CH3:22], predict the reaction product. The product is: [Cl:15][C:16]1[N:17]=[N:18][C:19]([O:14][CH2:13][C:3]2[C:4]([C:7]3[CH:12]=[CH:11][CH:10]=[CH:9][CH:8]=3)=[N:5][O:6][C:2]=2[CH3:1])=[CH:20][C:21]=1[CH3:22]. (6) Given the reactants [F:1][C:2]([F:24])([F:23])[C:3]1[CH:18]=[C:17]([C:19]([F:22])([F:21])[F:20])[CH:16]=[CH:15][C:4]=1[CH2:5][O:6][C:7]1[CH:14]=[CH:13][C:10]([CH:11]=O)=[CH:9][CH:8]=1.[CH3:25][NH:26][C:27]1[CH2:31][S:30][C:29](=[O:32])[N:28]=1.CC(C)([O-])C.[K+].O, predict the reaction product. The product is: [F:1][C:2]([F:23])([F:24])[C:3]1[CH:18]=[C:17]([C:19]([F:22])([F:21])[F:20])[CH:16]=[CH:15][C:4]=1[CH2:5][O:6][C:7]1[CH:14]=[CH:13][C:10](/[CH:11]=[C:31]2/[C:27]([NH:26][CH3:25])=[N:28][C:29](=[O:32])[S:30]/2)=[CH:9][CH:8]=1. (7) Given the reactants [CH3:1][C:2]1[CH:3]=[C:4]([NH:16][C:17]2[C:27]3[CH:26]=[C:25]([C:28](O)=[O:29])[CH2:24][CH2:23][NH:22][C:21]=3[N:20]=[CH:19][N:18]=2)[CH:5]=[CH:6][C:7]=1[O:8][C:9]1[CH:10]=[N:11][C:12]([CH3:15])=[CH:13][CH:14]=1.[CH3:31][O:32][CH2:33][CH2:34][CH2:35][NH2:36].Cl.C(N=C=NCCCN(C)C)C.O.ON1C2C=CC=CC=2N=N1, predict the reaction product. The product is: [CH3:31][O:32][CH2:33][CH2:34][CH2:35][NH:36][C:28]([C:25]1[CH2:24][CH2:23][NH:22][C:21]2[N:20]=[CH:19][N:18]=[C:17]([NH:16][C:4]3[CH:5]=[CH:6][C:7]([O:8][C:9]4[CH:10]=[N:11][C:12]([CH3:15])=[CH:13][CH:14]=4)=[C:2]([CH3:1])[CH:3]=3)[C:27]=2[CH:26]=1)=[O:29]. (8) The product is: [ClH:55].[NH2:8][C@H:9]([C@@H:41]([OH:54])[CH2:42][C@H:43]([C:47](=[O:53])[NH:48][CH2:49][CH2:50][CH2:51][CH3:52])[CH:44]([CH3:45])[CH3:46])[CH2:10][C@@H:11]([CH:38]([CH3:40])[CH3:39])[CH2:12][NH:13][C:14](=[O:37])[C:15]1[CH:20]=[CH:19][C:18]([O:21][CH2:22][C:23](=[O:29])[NH:24][CH2:25][CH2:26][CH2:27][CH3:28])=[CH:17][C:16]=1[O:30][CH2:31][CH2:32][CH2:33][CH2:34][O:35][CH3:36]. Given the reactants C(OC([NH:8][C@H:9]([C@@H:41]([OH:54])[CH2:42][C@H:43]([C:47](=[O:53])[NH:48][CH2:49][CH2:50][CH2:51][CH3:52])[CH:44]([CH3:46])[CH3:45])[CH2:10][C@@H:11]([CH:38]([CH3:40])[CH3:39])[CH2:12][NH:13][C:14](=[O:37])[C:15]1[CH:20]=[CH:19][C:18]([O:21][CH2:22][C:23](=[O:29])[NH:24][CH2:25][CH2:26][CH2:27][CH3:28])=[CH:17][C:16]=1[O:30][CH2:31][CH2:32][CH2:33][CH2:34][O:35][CH3:36])=O)(C)(C)C.[ClH:55], predict the reaction product. (9) Given the reactants [Cl:1][C:2]1[C:7]([CH:8]=O)=[CH:6][C:5]([C:10]#[N:11])=[CH:4][C:3]=1[NH:12][C:13]1[N:18]=[C:17]([NH:19][CH:20]2[CH2:22][CH2:21]2)[C:16]2=[N:23][CH:24]=[C:25]([C:26]#[N:27])[N:15]2[N:14]=1.[CH3:28][S:29]([N:32]1[CH2:37][CH2:36][NH:35][CH2:34][CH2:33]1)(=[O:31])=[O:30].COC(OC)OC.C(O)(=O)C.C([BH3-])#N.[Na+].C([O-])(O)=O.[Na+], predict the reaction product. The product is: [Cl:1][C:2]1[C:7]([CH2:8][N:35]2[CH2:36][CH2:37][N:32]([S:29]([CH3:28])(=[O:31])=[O:30])[CH2:33][CH2:34]2)=[CH:6][C:5]([C:10]#[N:11])=[CH:4][C:3]=1[NH:12][C:13]1[N:18]=[C:17]([NH:19][CH:20]2[CH2:22][CH2:21]2)[C:16]2=[N:23][CH:24]=[C:25]([C:26]#[N:27])[N:15]2[N:14]=1.